Dataset: Catalyst prediction with 721,799 reactions and 888 catalyst types from USPTO. Task: Predict which catalyst facilitates the given reaction. (1) Reactant: C1(P(C2C=CC=CC=2)C2C=CC=CC=2)C=CC=CC=1.[S:20]([Cl:24])(Cl)(=[O:22])=[O:21].C([N+](CCCC)(CCCC)CCCC)CCC.[Br:42][C:43]1[N:48]=[CH:47][C:46](/[CH:49]=[CH:50]/S(O)(=O)=O)=[CH:45][CH:44]=1. Product: [Br:42][C:43]1[N:48]=[CH:47][C:46](/[CH:49]=[CH:50]/[S:20]([Cl:24])(=[O:22])=[O:21])=[CH:45][CH:44]=1. The catalyst class is: 4. (2) Reactant: Br[C:2]1[CH:7]=[N:6][C:5]([C:8]2[CH:13]=[CH:12][C:11]([F:14])=[CH:10][CH:9]=2)=[CH:4][N:3]=1.[Li]CCCC.CCCCCC.[N:26]1[CH:31]=[CH:30][C:29]([C:32](=[O:34])[CH3:33])=[CH:28][CH:27]=1. Product: [F:14][C:11]1[CH:12]=[CH:13][C:8]([C:5]2[N:6]=[CH:7][C:2]([C:32]([C:29]3[CH:30]=[CH:31][N:26]=[CH:27][CH:28]=3)([OH:34])[CH3:33])=[N:3][CH:4]=2)=[CH:9][CH:10]=1. The catalyst class is: 1.